This data is from Forward reaction prediction with 1.9M reactions from USPTO patents (1976-2016). The task is: Predict the product of the given reaction. (1) Given the reactants [CH3:1][C:2]1[CH:7]=[CH:6][C:5]([NH:8][C:9]2[C:14]([NH:15][C:16]3[CH:21]=[CH:20][C:19]([CH3:22])=[CH:18][CH:17]=3)=[N:13][CH:12]=[CH:11][N:10]=2)=[CH:4][CH:3]=1.[CH:23](OCC)(OCC)[O:24][CH2:25][CH3:26], predict the reaction product. The product is: [CH2:25]([O:24][CH:23]1[N:8]([C:5]2[CH:4]=[CH:3][C:2]([CH3:1])=[CH:7][CH:6]=2)[C:9]2[N:10]=[CH:11][CH:12]=[N:13][C:14]=2[N:15]1[C:16]1[CH:21]=[CH:20][C:19]([CH3:22])=[CH:18][CH:17]=1)[CH3:26]. (2) Given the reactants [CH3:1][N:2]([CH2:4][C:5]1[CH:14]=[CH:13][C:12]2[C:7](=[CH:8][CH:9]=[C:10]([NH:15][C:16](=[O:18])[CH3:17])[CH:11]=2)[N:6]=1)[CH3:3].[Cl:19][C:20]1[CH:25]=[CH:24][C:23]([C:26]2[C:27](C(O)=O)=[CH:28]C=[CH:30][CH:31]=2)=[CH:22][CH:21]=1.CN(C1C=CC=CN=1)C.Cl.C(N=C=NCCCN(C)C)C.C(=O)([O-])[O-].[K+].[K+], predict the reaction product. The product is: [Cl:19][C:20]1[CH:25]=[CH:24][C:23]([C:26]2[CH:27]=[CH:28][C:17]([C:16]([NH:15][C:10]3[CH:11]=[C:12]4[C:7](=[CH:8][CH:9]=3)[N:6]=[C:5]([CH2:4][N:2]([CH3:1])[CH3:3])[CH:14]=[CH:13]4)=[O:18])=[CH:30][CH:31]=2)=[CH:22][CH:21]=1. (3) Given the reactants [CH3:1][CH2:2][O:3][C:4]([CH:6]1[C:11](=[O:12])[CH2:10][CH2:9][NH:8][CH2:7]1)=[O:5].Cl.C(=O)([O-])[O-].[K+].[K+].[C:20](O[C:20]([O:22][C:23]([CH3:26])([CH3:25])[CH3:24])=[O:21])([O:22][C:23]([CH3:26])([CH3:25])[CH3:24])=[O:21], predict the reaction product. The product is: [O:12]=[C:11]1[CH2:10][CH2:9][N:8]([C:20]([O:22][C:23]([CH3:26])([CH3:25])[CH3:24])=[O:21])[CH2:7][CH:6]1[C:4]([O:3][CH2:2][CH3:1])=[O:5].